Dataset: Catalyst prediction with 721,799 reactions and 888 catalyst types from USPTO. Task: Predict which catalyst facilitates the given reaction. (1) Reactant: [CH3:1][C:2]1[CH:7]=[CH:6][C:5]([Br:8])=[C:4]2[C:9]([CH2:12][CH:13](N)CO)=[CH:10][NH:11][C:3]=12.[C:17]([CH2:22][C:23]([O:25][CH2:26][CH3:27])=[O:24])(=[O:21])[CH2:18][CH2:19][CH3:20].B(F)(F)F.CCOCC. Product: [CH2:26]([O:25][C:23](=[O:24])[CH2:22][C:17]1([CH2:18][CH2:19][CH3:20])[C:10]2[NH:11][C:3]3[C:4]([C:9]=2[CH2:12][CH2:13][O:21]1)=[C:5]([Br:8])[CH:6]=[CH:7][C:2]=3[CH3:1])[CH3:27]. The catalyst class is: 2. (2) Reactant: Cl[C:2]1[N:7]=[C:6]([NH:8][C:9]2[CH:13]=[C:12]([CH:14]3[CH2:16][CH2:15]3)[NH:11][N:10]=2)[CH:5]=[CH:4][N:3]=1.[CH3:17][S:18]([C:21]1[CH:26]=[CH:25][C:24](B(O)O)=[CH:23][CH:22]=1)(=[O:20])=[O:19].C1CCC(P(C2CCCCC2)C2CCCCC2)CC1.[O-]P([O-])([O-])=O.[K+].[K+].[K+]. Product: [CH:14]1([C:12]2[NH:11][N:10]=[C:9]([NH:8][C:6]3[CH:5]=[CH:4][N:3]=[C:2]([C:24]4[CH:25]=[CH:26][C:21]([S:18]([CH3:17])(=[O:20])=[O:19])=[CH:22][CH:23]=4)[N:7]=3)[CH:13]=2)[CH2:16][CH2:15]1. The catalyst class is: 127. (3) Reactant: [S:1]1[CH:5]=[CH:4][N:3]=[C:2]1[C:6](=O)[CH3:7].C[N:10]([CH:12]=O)C.CC([N:17](C)C)=O.CC(O)=O.NN. Product: [NH:17]1[C:6]([C:2]2[S:1][CH:5]=[CH:4][N:3]=2)=[CH:7][CH:12]=[N:10]1. The catalyst class is: 2. (4) Reactant: [C:1]1([N:7]2[C:11]3[CH:12]=[CH:13][CH:14]=[CH:15][C:10]=3[N:9]=[C:8]2[C@@H:16]([NH2:18])[CH3:17])[CH:6]=[CH:5][CH:4]=[CH:3][CH:2]=1.Cl[C:20]1[N:28]=[C:27]([NH2:29])[N:26]=[C:25]2[C:21]=1[N:22]=[CH:23][NH:24]2.C(N(C(C)C)C(C)C)C. Product: [C:1]1([N:7]2[C:11]3[CH:12]=[CH:13][CH:14]=[CH:15][C:10]=3[N:9]=[C:8]2[C@@H:16]([NH:18][C:20]2[N:28]=[C:27]([NH2:29])[N:26]=[C:25]3[C:21]=2[N:22]=[CH:23][NH:24]3)[CH3:17])[CH:2]=[CH:3][CH:4]=[CH:5][CH:6]=1. The catalyst class is: 114.